Dataset: Peptide-MHC class I binding affinity with 185,985 pairs from IEDB/IMGT. Task: Regression. Given a peptide amino acid sequence and an MHC pseudo amino acid sequence, predict their binding affinity value. This is MHC class I binding data. The peptide sequence is AKQLATLRKY. The MHC is HLA-A30:02 with pseudo-sequence HLA-A30:02. The binding affinity (normalized) is 0.571.